This data is from Full USPTO retrosynthesis dataset with 1.9M reactions from patents (1976-2016). The task is: Predict the reactants needed to synthesize the given product. (1) The reactants are: [NH2:1][C:2]1[C:3]([F:14])=[C:4]2[C:8](=[CH:9][CH:10]=1)[N:7]([C:11](=[O:13])[CH3:12])[CH2:6][CH2:5]2.Cl[C:16]1[C:25]2[C:20](=[CH:21][C:22]([O:28][CH3:29])=[C:23]([O:26][CH3:27])[CH:24]=2)[N:19]=[CH:18][N:17]=1.O.C(Cl)Cl. Given the product [NH4+:1].[OH-:13].[CH3:27][O:26][C:23]1[CH:24]=[C:25]2[C:20](=[CH:21][C:22]=1[O:28][CH3:29])[N:19]=[CH:18][N:17]=[C:16]2[NH:1][C:2]1[C:3]([F:14])=[C:4]2[C:8](=[CH:9][CH:10]=1)[N:7]([C:11](=[O:13])[CH3:12])[CH2:6][CH2:5]2, predict the reactants needed to synthesize it. (2) Given the product [Br:2][C:3]1[CH:4]=[CH:5][C:6]([CH2:7][N:8]2[CH2:12][CH2:11][C:10]3([CH2:13][CH2:14][N:15]([CH2:31][CH2:32][C:33](=[O:34])[C:35]4[CH:40]=[CH:39][CH:38]=[CH:37][CH:36]=4)[CH2:16][CH2:17]3)[C:9]2=[O:18])=[CH:19][CH:20]=1, predict the reactants needed to synthesize it. The reactants are: Cl.[Br:2][C:3]1[CH:20]=[CH:19][C:6]([CH2:7][N:8]2[CH2:12][CH2:11][C:10]3([CH2:17][CH2:16][NH:15][CH2:14][CH2:13]3)[C:9]2=[O:18])=[CH:5][CH:4]=1.CCN(C(C)C)C(C)C.Cl[CH2:31][CH2:32][C:33]([C:35]1[CH:40]=[CH:39][CH:38]=[CH:37][CH:36]=1)=[O:34].C([O-])(O)=O.[Na+]. (3) Given the product [CH:10]1([CH2:9][NH:8][C:7]2[C:2]([C:28]3[N:33]=[CH:32][CH:31]=[CH:30][N:29]=3)=[CH:3][C:4]([S:19]([NH2:22])(=[O:21])=[O:20])=[CH:5][C:6]=2[N+:16]([O-:18])=[O:17])[CH2:15][CH2:14][CH2:13][CH2:12][CH2:11]1, predict the reactants needed to synthesize it. The reactants are: Br[C:2]1[CH:3]=[C:4]([S:19]([NH2:22])(=[O:21])=[O:20])[CH:5]=[C:6]([N+:16]([O-:18])=[O:17])[C:7]=1[NH:8][CH2:9][CH:10]1[CH2:15][CH2:14][CH2:13][CH2:12][CH2:11]1.C([Sn](CCCC)(CCCC)[C:28]1[N:33]=[CH:32][CH:31]=[CH:30][N:29]=1)CCC.O1C=CC=C1P(C1OC=CC=1)C1OC=CC=1. (4) Given the product [CH3:20][NH:21][C:22]([N:1]1[CH2:6][CH2:5][CH2:4][CH2:3][C@@H:2]1[C:7]1[CH:11]=[C:10]([C:12]2[CH:19]=[CH:18][CH:17]=[C:14]([C:15]#[N:16])[CH:13]=2)[O:9][N:8]=1)=[S:23], predict the reactants needed to synthesize it. The reactants are: [NH:1]1[CH2:6][CH2:5][CH2:4][CH2:3][C@@H:2]1[C:7]1[CH:11]=[C:10]([C:12]2[CH:13]=[C:14]([CH:17]=[CH:18][CH:19]=2)[C:15]#[N:16])[O:9][N:8]=1.[CH3:20][N:21]=[C:22]=[S:23]. (5) Given the product [OH:1][CH2:2][CH2:3][O:4][C:5](=[O:17])[CH2:6][O:7][C:8]1[CH:13]=[CH:12][C:11]([NH2:14])=[CH:10][CH:9]=1, predict the reactants needed to synthesize it. The reactants are: [OH:1][CH2:2][CH2:3][O:4][C:5](=[O:17])[CH2:6][O:7][C:8]1[CH:13]=[CH:12][C:11]([N+:14]([O-])=O)=[CH:10][CH:9]=1. (6) The reactants are: [Br:1][C:2]1[C:3](Cl)=[N:4][C:5]([Cl:8])=[N:6][CH:7]=1.[CH2:10]([CH:12]([NH2:15])[CH2:13][CH3:14])[CH3:11].CCN(C(C)C)C(C)C. Given the product [Br:1][C:2]1[C:3]([NH:15][CH:12]([CH2:13][CH3:14])[CH2:10][CH3:11])=[N:4][C:5]([Cl:8])=[N:6][CH:7]=1, predict the reactants needed to synthesize it. (7) Given the product [F:11][C:12]1[CH:17]=[CH:16][C:15]([C:18]2[CH:27]=[CH:26][C:25]3[C:20](=[CH:21][CH:22]=[C:23]([S:28]([C:2]4[CH:7]=[CH:6][CH:5]=[CH:4][C:3]=4[S:8]([CH3:10])=[O:9])(=[O:30])=[O:29])[CH:24]=3)[CH:19]=2)=[CH:14][CH:13]=1, predict the reactants needed to synthesize it. The reactants are: I[C:2]1[CH:7]=[CH:6][CH:5]=[CH:4][C:3]=1[S:8]([CH3:10])=[O:9].[F:11][C:12]1[CH:17]=[CH:16][C:15]([C:18]2[CH:19]=[C:20]3[C:25](=[CH:26][CH:27]=2)[CH:24]=[C:23]([S:28]([O-:30])=[O:29])[CH:22]=[CH:21]3)=[CH:14][CH:13]=1.[Na+].